From a dataset of Catalyst prediction with 721,799 reactions and 888 catalyst types from USPTO. Predict which catalyst facilitates the given reaction. (1) Reactant: [CH2:1]([O:8][C:9]([N:11]1[CH2:16][CH2:15][C:14](=[O:17])[CH2:13][CH2:12]1)=[O:10])[C:2]1[CH:7]=[CH:6][CH:5]=[CH:4][CH:3]=1.[F:18][C:19]1[CH:27]=[CH:26][C:22]([CH2:23][Mg]Cl)=[CH:21][CH:20]=1. Product: [CH2:1]([O:8][C:9]([N:11]1[CH2:16][CH2:15][C:14]([CH2:23][C:22]2[CH:26]=[CH:27][C:19]([F:18])=[CH:20][CH:21]=2)([OH:17])[CH2:13][CH2:12]1)=[O:10])[C:2]1[CH:7]=[CH:6][CH:5]=[CH:4][CH:3]=1. The catalyst class is: 28. (2) Reactant: [OH:1][CH2:2][CH2:3][N:4]([CH3:16])[C:5]1[CH:15]=[CH:14][C:8]([C:9]([O:11][CH2:12][CH3:13])=[O:10])=[CH:7][CH:6]=1.[H-].[Na+].[CH3:19]I.O. Product: [CH3:19][O:1][CH2:2][CH2:3][N:4]([CH3:16])[C:5]1[CH:15]=[CH:14][C:8]([C:9]([O:11][CH2:12][CH3:13])=[O:10])=[CH:7][CH:6]=1. The catalyst class is: 3. (3) Reactant: [F:1][C:2]1[C:3]([NH:12][C:13]2[CH:18]=[CH:17][C:16]([I:19])=[CH:15][C:14]=2[F:20])=[C:4]([CH:8]=[CH:9][C:10]=1[F:11])[C:5]([NH2:7])=[O:6].CC1C=CC(S(O)(=O)=[O:29])=CC=1.[OH2:32].CCCC[CH2:37][CH3:38].C(Cl)Cl.[CH3:42][OH:43]. Product: [OH:32][C@H:38]([CH2:37][OH:29])[CH2:42][O:43][NH:7][C:5](=[O:6])[C:4]1[CH:8]=[CH:9][C:10]([F:11])=[C:2]([F:1])[C:3]=1[NH:12][C:13]1[CH:18]=[CH:17][C:16]([I:19])=[CH:15][C:14]=1[F:20]. The catalyst class is: 6.